From a dataset of Forward reaction prediction with 1.9M reactions from USPTO patents (1976-2016). Predict the product of the given reaction. (1) Given the reactants [N+:1]([O-:4])(O)=[O:2].[Cl:5][C:6]1[CH:14]=[CH:13][C:9]([C:10]([OH:12])=[O:11])=[C:8]([CH3:15])[CH:7]=1, predict the reaction product. The product is: [Cl:5][C:6]1[CH:14]=[CH:13][C:9]([C:10]([OH:12])=[O:11])=[C:8]([CH3:15])[C:7]=1[N+:1]([O-:4])=[O:2]. (2) Given the reactants Br[C:2]1[CH:3]=[C:4]2[C:8](=[CH:9][C:10]=1[Cl:11])[NH:7][N:6]=[C:5]2[C:12]([OH:14])=[O:13].CC1(C)C(C)(C)OB([C:23]2[CH:28]=[CH:27][C:26]([CH2:29][CH2:30][OH:31])=[CH:25][CH:24]=2)O1.C(=O)([O-])[O-].[K+].[K+], predict the reaction product. The product is: [Cl:11][C:10]1[CH:9]=[C:8]2[C:4]([C:5]([C:12]([OH:14])=[O:13])=[N:6][NH:7]2)=[CH:3][C:2]=1[C:23]1[CH:28]=[CH:27][C:26]([CH2:29][CH2:30][OH:31])=[CH:25][CH:24]=1. (3) Given the reactants [CH2:1]([O:5][C:6]([C:8]1[N:9]=[CH:10][C:11]2[C:16]([C:17]=1[OH:18])=[CH:15][CH:14]=[C:13]([O:19][C:20]1[CH:25]=[CH:24][CH:23]=[CH:22][CH:21]=1)[CH:12]=2)=[O:7])[CH2:2][CH2:3][CH3:4].[CH3:26][N:27]([CH3:31])[C:28](Cl)=[S:29].N12CCN(CC1)CC2.Cl, predict the reaction product. The product is: [CH2:1]([O:5][C:6]([C:8]1[N:9]=[CH:10][C:11]2[C:16]([C:17]=1[O:18][C:28](=[S:29])[N:27]([CH3:31])[CH3:26])=[CH:15][CH:14]=[C:13]([O:19][C:20]1[CH:25]=[CH:24][CH:23]=[CH:22][CH:21]=1)[CH:12]=2)=[O:7])[CH2:2][CH2:3][CH3:4]. (4) Given the reactants [NH:1]1[C:9]2[CH:8]=[CH:7][CH:6]=[C:5]([OH:10])[C:4]=2[CH:3]=[CH:2]1.[C:11]([O:15][C:16](=[O:22])[N:17]([CH2:19][CH2:20]O)[CH3:18])([CH3:14])([CH3:13])[CH3:12].N(C(OCC)=O)=NC(OCC)=O.C1(P(C2C=CC=CC=2)C2C=CC=CC=2)C=CC=CC=1, predict the reaction product. The product is: [C:11]([O:15][C:16](=[O:22])[N:17]([CH2:19][CH2:20][O:10][C:5]1[CH:6]=[CH:7][CH:8]=[C:9]2[C:4]=1[CH:3]=[CH:2][NH:1]2)[CH3:18])([CH3:14])([CH3:13])[CH3:12]. (5) Given the reactants [N:1]([C:4]1[CH:18]=[CH:17][C:7]([O:8][C:9]2[CH:14]=[C:13]([F:15])[CH:12]=[CH:11][C:10]=2[Cl:16])=[CH:6][CH:5]=1)=[N+:2]=[N-:3].[C:19]([O:23][CH2:24][CH3:25])(=[O:22])[C:20]#[CH:21], predict the reaction product. The product is: [Cl:16][C:10]1[CH:11]=[CH:12][C:13]([F:15])=[CH:14][C:9]=1[O:8][C:7]1[CH:17]=[CH:18][C:4]([N:1]2[CH:21]=[C:20]([C:19]([O:23][CH2:24][CH3:25])=[O:22])[N:3]=[N:2]2)=[CH:5][CH:6]=1. (6) Given the reactants [CH3:1][O:2][C:3](=[O:11])[C:4]1[CH:9]=[CH:8][CH:7]=[C:6]([SH:10])[CH:5]=1.C(=O)([O-])[O-].[K+].[K+].[CH2:18](I)[CH:19]([CH3:21])[CH3:20], predict the reaction product. The product is: [CH3:1][O:2][C:3](=[O:11])[C:4]1[CH:9]=[CH:8][CH:7]=[C:6]([S:10][CH2:18][CH:19]([CH3:21])[CH3:20])[CH:5]=1. (7) Given the reactants Cl.[CH3:2][O:3][NH:4][CH3:5].[F:6][C:7]1[CH:8]=[C:9]([CH:15]([CH2:19][CH:20]2[CH2:25][CH2:24][O:23][CH2:22][CH2:21]2)[C:16]([OH:18])=O)[CH:10]=[CH:11][C:12]=1[S:13][CH3:14].Cl.CN(C)CCCN=C=NCC.ON1C2C=CC=CC=2N=N1, predict the reaction product. The product is: [F:6][C:7]1[CH:8]=[C:9]([CH:15]([CH2:19][CH:20]2[CH2:25][CH2:24][O:23][CH2:22][CH2:21]2)[C:16]([N:4]([O:3][CH3:2])[CH3:5])=[O:18])[CH:10]=[CH:11][C:12]=1[S:13][CH3:14]. (8) Given the reactants CCN(CC)CC.[C:8](Cl)(=[O:10])[CH3:9].[CH3:12][O:13][C:14]([C:16]1[CH:26]=[C:25]([O:27][CH:28]2[CH2:31][NH:30][CH2:29]2)[C:19]2[CH2:20][C:21]([CH3:24])([CH3:23])[O:22][C:18]=2[CH:17]=1)=[O:15], predict the reaction product. The product is: [CH3:12][O:13][C:14]([C:16]1[CH:26]=[C:25]([O:27][CH:28]2[CH2:29][N:30]([C:8](=[O:10])[CH3:9])[CH2:31]2)[C:19]2[CH2:20][C:21]([CH3:24])([CH3:23])[O:22][C:18]=2[CH:17]=1)=[O:15]. (9) Given the reactants [NH:1]([C:3]1[N:8]([CH2:9][CH:10]([CH3:12])[CH3:11])[C:7](=[O:13])[N:6]([CH3:14])[C:5](=[O:15])[CH:4]=1)[NH2:2].[S:16]1[C:20]2[CH:21]=[CH:22][CH:23]=[CH:24][C:19]=2[C:18]([CH:25]=O)=[CH:17]1.[F:27][C:28]1[CH:35]=[CH:34][CH:33]=[CH:32][C:29]=1[CH:30]=O.N1CCCCC1, predict the reaction product. The product is: [S:16]1[C:20]2[CH:21]=[CH:22][CH:23]=[CH:24][C:19]=2[C:18]([CH2:25][N:2]2[C:30]([C:29]3[CH:32]=[CH:33][CH:34]=[CH:35][C:28]=3[F:27])=[C:4]3[C:3]([N:8]([CH2:9][CH:10]([CH3:11])[CH3:12])[C:7](=[O:13])[N:6]([CH3:14])[C:5]3=[O:15])=[N:1]2)=[CH:17]1. (10) Given the reactants [OH:1][C:2]1[CH:3]=[N:4][C:5]2[C:10]([CH:11]=1)=[CH:9][CH:8]=[CH:7][CH:6]=2.[H-].[Na+].F[C:15]1[CH:22]=[CH:21][CH:20]=[CH:19][C:16]=1[C:17]#[N:18], predict the reaction product. The product is: [C:17]([C:16]1[CH:19]=[CH:20][CH:21]=[CH:22][C:15]=1[O:1][C:2]1[CH:3]=[N:4][C:5]2[C:10]([CH:11]=1)=[CH:9][CH:8]=[CH:7][CH:6]=2)#[N:18].